This data is from Forward reaction prediction with 1.9M reactions from USPTO patents (1976-2016). The task is: Predict the product of the given reaction. (1) Given the reactants [NH:1]([C:6]([CH3:8])=[O:7])[CH2:2][C:3]([OH:5])=O.C(N(CC)CC)C.C(OC(Cl)=O)C(C)C.[NH2:24][CH2:25][CH2:26][C:27]([O:29][CH2:30][C:31]1[CH:36]=[CH:35][CH:34]=[CH:33][CH:32]=1)=[O:28].CC1C=CC(S(O)(=O)=O)=CC=1, predict the reaction product. The product is: [NH:1]([C:6]([CH3:8])=[O:7])[CH2:2][C:3]([NH:24][CH2:25][CH2:26][C:27]([O:29][CH2:30][C:31]1[CH:36]=[CH:35][CH:34]=[CH:33][CH:32]=1)=[O:28])=[O:5]. (2) Given the reactants FC(F)(F)C(O)=O.[NH2:8][C:9]1[CH:10]=[C:11]([N:15]2[C:20]3[N:21]=[C:22]([NH:25][C:26]4[CH:31]=[CH:30][C:29]([N:32]5[CH2:37][CH2:36][O:35][CH2:34][CH2:33]5)=[CH:28][C:27]=4[O:38][CH3:39])[N:23]=[CH:24][C:19]=3[CH:18]=[CH:17][C:16]2=[O:40])[CH:12]=[CH:13][CH:14]=1.CCN(C(C)C)C(C)C.[C:50](Cl)(=[O:53])[CH:51]=[CH2:52].C([O-])(O)=O.[Na+], predict the reaction product. The product is: [CH3:39][O:38][C:27]1[CH:28]=[C:29]([N:32]2[CH2:37][CH2:36][O:35][CH2:34][CH2:33]2)[CH:30]=[CH:31][C:26]=1[NH:25][C:22]1[N:23]=[CH:24][C:19]2[CH:18]=[CH:17][C:16](=[O:40])[N:15]([C:11]3[CH:10]=[C:9]([NH:8][C:50](=[O:53])[CH:51]=[CH2:52])[CH:14]=[CH:13][CH:12]=3)[C:20]=2[N:21]=1. (3) The product is: [NH2:1][C:2]1[C:3]([C:8]([N:13]([CH3:14])[CH3:12])=[O:10])=[N:4][CH:5]=[CH:6][CH:7]=1. Given the reactants [NH2:1][C:2]1[C:3]([C:8]([OH:10])=O)=[N:4][CH:5]=[CH:6][CH:7]=1.Cl.[CH3:12][NH:13][CH3:14].C(Cl)CCl.C1C=CC2N(O)N=NC=2C=1.CCN(C(C)C)C(C)C, predict the reaction product. (4) Given the reactants [CH2:1]([O:8][C@H:9]1[C@H:14]([O:15][CH2:16][C:17]2[CH:22]=[CH:21][CH:20]=[CH:19][CH:18]=2)[C@@H:13]([O:23][CH2:24][C:25]2[CH:30]=[CH:29][CH:28]=[CH:27][CH:26]=2)[C@H:12]([C:31]2[CH:36]=[CH:35][C:34](Cl)=[C:33]([CH2:38][C:39]3[S:40][C:41]([C:44]4[O:45][CH:46]=[CH:47][CH:48]=4)=[CH:42]N=3)[CH:32]=2)[O:11][C@@H:10]1[C:49](OC)=[O:50])[C:2]1[CH:7]=[CH:6][CH:5]=[CH:4][CH:3]=1.[CH2:53]([Mg]Cl)[CH3:54].[NH4+:57].[Cl-:58], predict the reaction product. The product is: [CH2:1]([O:8][C@H:9]1[C@H:14]([O:15][CH2:16][C:17]2[CH:22]=[CH:21][CH:20]=[CH:19][CH:18]=2)[C@@H:13]([O:23][CH2:24][C:25]2[CH:30]=[CH:29][CH:28]=[CH:27][CH:26]=2)[C@H:12]([C:31]2[CH:36]=[CH:35][C:34]([Cl:58])=[C:33]([CH2:38][C:39]3[S:40][C:41]([C:44]4[O:45][CH:46]=[CH:47][CH:48]=4)=[CH:42][N:57]=3)[CH:32]=2)[O:11][C@@H:10]1[C:49]1([OH:50])[CH2:54][CH2:53]1)[C:2]1[CH:3]=[CH:4][CH:5]=[CH:6][CH:7]=1.